Task: Predict the reactants needed to synthesize the given product.. Dataset: Full USPTO retrosynthesis dataset with 1.9M reactions from patents (1976-2016) (1) Given the product [CH2:69]([N:63]([CH2:64][CH2:65][CH:66]([CH3:68])[CH3:67])[C:61]([C:58]1[CH:59]=[CH:60][N:55]2[N:54]=[C:53]([NH:7][C:6]3[CH:8]=[CH:9][C:3]([O:2][CH3:1])=[CH:4][CH:5]=3)[C:74]([CH:75]=[CH:76][CH2:77][N:78]3[CH2:79][CH2:80][CH2:81][CH2:82][CH2:83]3)=[C:56]2[CH:57]=1)=[O:62])[CH2:70][CH:71]([CH3:72])[CH3:73], predict the reactants needed to synthesize it. The reactants are: [CH3:1][O:2][C:3]1[CH:9]=[CH:8][C:6]([NH2:7])=[CH:5][CH:4]=1.CC1(C)C2C=CC=C(P(C3C=CC=CC=3)C3C=CC=CC=3)C=2OC2C1=CC=CC=2P(C1C=CC=CC=1)C1C=CC=CC=1.Br[C:53]1[C:74](/[CH:75]=[CH:76]/[CH2:77][N:78]2[CH2:83][CH2:82][CH2:81][CH2:80][CH2:79]2)=[C:56]2[CH:57]=[C:58]([C:61]([N:63]([CH2:69][CH2:70][CH:71]([CH3:73])[CH3:72])[CH2:64][CH2:65][CH:66]([CH3:68])[CH3:67])=[O:62])[CH:59]=[CH:60][N:55]2[N:54]=1.P([O-])([O-])([O-])=O.[K+].[K+].[K+]. (2) Given the product [CH3:30][S:29][C:28]([S:31][CH3:32])=[C:3]1[C:2](=[O:1])[C:11]2[C:6](=[CH:7][CH:8]=[CH:9][CH:10]=2)[N:5]([N:12]2[C:13](=[O:22])[C:14]3[C:19](=[CH:18][CH:17]=[CH:16][CH:15]=3)[C:20]2=[O:21])[C:4]1=[O:23], predict the reactants needed to synthesize it. The reactants are: [OH:1][C:2]1[C:11]2[C:6](=[CH:7][CH:8]=[CH:9][CH:10]=2)[N:5]([N:12]2[C:20](=[O:21])[C:19]3[C:14](=[CH:15][CH:16]=[CH:17][CH:18]=3)[C:13]2=[O:22])[C:4](=[O:23])[CH:3]=1.S(OC)(O[C:28](SC)([S:31][CH3:32])[S:29][CH3:30])(=O)=O. (3) Given the product [CH3:29][C@H:31]1[CH:48]2[C@:43]([CH3:50])([CH2:44][CH2:45][C:46](=[O:49])[CH2:47]2)[C@@H:42]2[C@H:33]([C@H:34]3[C@@:38]([CH2:40][CH2:41]2)([CH3:39])[C:37](=[O:51])[CH2:36][CH2:35]3)[CH2:32]1, predict the reactants needed to synthesize it. The reactants are: C1COC23OCCOC2([C@]2(CC[C@H]4[C@@H](C[C@@H](C)C5[C@]4(C)CCCC5)[C@@H]2C3)C)O1.[C:29]([C@@H:31]1[CH:48]2[C@:43]([CH3:50])([CH2:44][CH2:45][C:46](=[O:49])[CH2:47]2)[C@@H:42]2[C@H:33]([C@H:34]3[C@@:38]([CH2:40][CH2:41]2)([CH3:39])[C:37](=[O:51])[CH2:36][CH2:35]3)[CH2:32]1)#N. (4) Given the product [C:1]([O:5][C:6]([C:8]1([CH2:11][CH2:12][N:21]([CH2:22][C:23]2[CH:28]=[CH:27][CH:26]=[CH:25][CH:24]=2)[CH2:20][C:19]([O:18][C:14]([CH3:17])([CH3:15])[CH3:16])=[O:29])[CH2:9][CH2:10]1)=[O:7])([CH3:2])([CH3:3])[CH3:4], predict the reactants needed to synthesize it. The reactants are: [C:1]([O:5][C:6]([C:8]1([CH2:11][CH:12]=O)[CH2:10][CH2:9]1)=[O:7])([CH3:4])([CH3:3])[CH3:2].[C:14]([O:18][C:19](=[O:29])[CH2:20][NH:21][CH2:22][C:23]1[CH:28]=[CH:27][CH:26]=[CH:25][CH:24]=1)([CH3:17])([CH3:16])[CH3:15].C(O[BH-](OC(=O)C)OC(=O)C)(=O)C.[Na+].C(O)(=O)C.C(=O)([O-])O.[Na+]. (5) Given the product [ClH:1].[CH:25]1([CH2:28][NH:2][C@@H:3]2[CH2:5][C@H:4]2[C:6]2[S:10][CH:9]=[C:8]([C:11]([NH:13][CH:14]3[CH2:15][CH2:16][O:17][CH2:18][CH2:19]3)=[O:12])[CH:7]=2)[CH2:27][CH2:26]1, predict the reactants needed to synthesize it. The reactants are: [ClH:1].[NH2:2][C@@H:3]1[CH2:5][C@H:4]1[C:6]1[S:10][CH:9]=[C:8]([C:11]([NH:13][CH:14]2[CH2:19][CH2:18][O:17][CH2:16][CH2:15]2)=[O:12])[CH:7]=1.C(=O)([O-])O.[Na+].[CH:25]1([CH:28]=O)[CH2:27][CH2:26]1.[BH4-].[Na+]. (6) Given the product [CH2:14]([O:16][C:2]1[CH:11]=[CH:10][C:5]([C:6]([NH:8][CH3:9])=[O:7])=[CH:4][N:3]=1)[CH3:15], predict the reactants needed to synthesize it. The reactants are: Cl[C:2]1[CH:11]=[CH:10][C:5]([C:6]([NH:8][CH3:9])=[O:7])=[CH:4][N:3]=1.[H-].[Na+].[CH2:14]([OH:16])[CH3:15].